Dataset: Reaction yield outcomes from USPTO patents with 853,638 reactions. Task: Predict the reaction yield, written as a fraction of the theoretical maximum amount of product (1.0 means a 100% yield; for example, 0.34 means a 34% yield). The yield is 0.730. The catalyst is C(Cl)Cl. The reactants are N1C=CC=CC=1.[NH2:7][C:8]1[C:9]([Cl:18])=[N:10][CH:11]=[C:12]([CH:17]=1)[C:13]([O:15][CH3:16])=[O:14].[N+:19]([C:22]1[CH:30]=[CH:29][CH:28]=[CH:27][C:23]=1[C:24](Cl)=[O:25])([O-:21])=[O:20]. The product is [Cl:18][C:9]1[C:8]([NH:7][C:24](=[O:25])[C:23]2[CH:27]=[CH:28][CH:29]=[CH:30][C:22]=2[N+:19]([O-:21])=[O:20])=[CH:17][C:12]([C:13]([O:15][CH3:16])=[O:14])=[CH:11][N:10]=1.